From a dataset of Forward reaction prediction with 1.9M reactions from USPTO patents (1976-2016). Predict the product of the given reaction. (1) The product is: [CH3:1][N:2]([CH3:6])[CH2:3][CH2:4][O:5][C:8]1[CH:17]=[C:16]2[C:11]([C:12](=[O:18])[NH:13][CH:14]=[N:15]2)=[CH:10][CH:9]=1. Given the reactants [CH3:1][N:2]([CH3:6])[CH2:3][CH2:4][OH:5].F[C:8]1[CH:17]=[C:16]2[C:11]([C:12](=[O:18])[NH:13][CH:14]=[N:15]2)=[CH:10][CH:9]=1, predict the reaction product. (2) Given the reactants [CH3:1][C:2]1([CH3:17])[O:7][CH2:6][C:5]([C:11]2[CH:12]=[N:13][CH:14]=[CH:15][CH:16]=2)(C(O)=O)[CH2:4][O:3]1.[CH2:18]([OH:25])[C:19]1[CH:24]=[CH:23][CH:22]=[CH:21][CH:20]=1.C1(P([N:40]=[N+]=[N-])(C2C=CC=CC=2)=O)C=CC=CC=1.[C:43](=[O:46])([O-])O.[Na+], predict the reaction product. The product is: [CH2:18]([O:25][C:43](=[O:46])[NH:40][C:5]1([C:11]2[CH:12]=[N:13][CH:14]=[CH:15][CH:16]=2)[CH2:4][O:3][C:2]([CH3:1])([CH3:17])[O:7][CH2:6]1)[C:19]1[CH:24]=[CH:23][CH:22]=[CH:21][CH:20]=1. (3) Given the reactants [CH2:1]([N:5]1[C:13]2[C:8](=[CH:9][C:10]([O:14]C)=[CH:11][CH:12]=2)[CH:7]=[N:6]1)[CH:2]([CH3:4])[CH3:3].B(Br)(Br)Br, predict the reaction product. The product is: [CH2:1]([N:5]1[C:13]2[C:8](=[CH:9][C:10]([OH:14])=[CH:11][CH:12]=2)[CH:7]=[N:6]1)[CH:2]([CH3:4])[CH3:3].